Predict the reaction yield, written as a fraction of the theoretical maximum amount of product (1.0 means a 100% yield; for example, 0.34 means a 34% yield). From a dataset of Reaction yield outcomes from USPTO patents with 853,638 reactions. The yield is 0.900. The reactants are [I:1]N1C(C)(C)COC1=O.[CH2:10]=[CH:11][C:12]1[CH:17]=[CH:16][CH:15]=[CH:14][CH:13]=1.[OH2:18]. The product is [I:1][CH2:10][CH:11]([C:12]1[CH:17]=[CH:16][CH:15]=[CH:14][CH:13]=1)[OH:18]. The catalyst is CC(C)=O.